This data is from Forward reaction prediction with 1.9M reactions from USPTO patents (1976-2016). The task is: Predict the product of the given reaction. (1) Given the reactants [CH2:1]([NH:8][CH2:9][C:10]1[C:11](=[O:21])[NH:12][C:13]2[C:18]([CH:19]=1)=[CH:17][C:16]([CH3:20])=[CH:15][CH:14]=2)[C:2]1[CH:7]=[CH:6][CH:5]=[CH:4][CH:3]=1.Cl[C:23]1[CH:30]=[CH:29][C:26]([C:27]#[N:28])=[CH:25][N:24]=1.C(N(CC)CC)C, predict the reaction product. The product is: [CH2:1]([N:8]([CH2:9][C:10]1[C:11](=[O:21])[NH:12][C:13]2[C:18]([CH:19]=1)=[CH:17][C:16]([CH3:20])=[CH:15][CH:14]=2)[C:23]1[CH:30]=[CH:29][C:26]([C:27]#[N:28])=[CH:25][N:24]=1)[C:2]1[CH:3]=[CH:4][CH:5]=[CH:6][CH:7]=1. (2) The product is: [S:18]1[C:14]([C:11]2[CH:10]=[CH:9][C:8]([NH2:5])=[CH:13][CH:12]=2)=[CH:15][N:16]=[N:17]1. Given the reactants Cl[Sn]Cl.O.[N+:5]([C:8]1[CH:13]=[CH:12][C:11]([C:14]2[S:18][N:17]=[N:16][CH:15]=2)=[CH:10][CH:9]=1)([O-])=O.C([O-])(O)=O.[Na+], predict the reaction product. (3) Given the reactants [F:1][C:2]1[CH:7]=[C:6]([I:8])[CH:5]=[CH:4][C:3]=1[NH:9][C:10]1[CH:18]=[N:17][CH:16]=[CH:15][C:11]=1[C:12](O)=[O:13].C([O-])(=O)C.[NH4+:23], predict the reaction product. The product is: [F:1][C:2]1[CH:7]=[C:6]([I:8])[CH:5]=[CH:4][C:3]=1[NH:9][C:10]1[CH:18]=[N:17][CH:16]=[CH:15][C:11]=1[C:12]([NH2:23])=[O:13]. (4) Given the reactants [C:1]1([CH:8]=[CH:7][CH:6]=[C:4]([OH:5])[CH:3]=1)[OH:2].[C:9]1(C=CC=C(O)C=1)[OH:10].C=O, predict the reaction product. The product is: [C:1]1([CH:8]=[CH:7][CH:6]=[C:4]([OH:5])[CH:3]=1)[OH:2].[CH2:9]=[O:10]. (5) The product is: [CH3:8][C:2]([N:14]1[CH2:15][CH2:16][CH:11]([CH3:10])[CH2:12][CH2:13]1)([CH3:9])[C:3]([O:5][CH2:6][CH3:7])=[O:4]. Given the reactants Br[C:2]([CH3:9])([CH3:8])[C:3]([O:5][CH2:6][CH3:7])=[O:4].[CH3:10][CH:11]1[CH2:16][CH2:15][NH:14][CH2:13][CH2:12]1, predict the reaction product. (6) The product is: [CH3:21][C:12]1([CH2:15][OH:16])[O:11][CH2:10][C:7]2([CH2:6][O:5][C:4]([CH3:3])([CH2:22][OH:23])[O:9][CH2:8]2)[CH2:14][O:13]1. Given the reactants [OH-].[Na+].[CH3:3][C:4]1([CH2:22][O:23]C(=O)CC)[O:9][CH2:8][C:7]2([CH2:14][O:13][C:12]([CH3:21])([CH2:15][O:16]C(=O)CC)[O:11][CH2:10]2)[CH2:6][O:5]1, predict the reaction product. (7) Given the reactants Cl[CH2:2][C:3]1[C:4]([CH2:20][CH2:21][O:22][CH3:23])=[N:5][C:6]([C:10]2[CH:15]=[CH:14][C:13]([C:16]([F:19])([F:18])[F:17])=[CH:12][CH:11]=2)=[N:7][C:8]=1[CH3:9].[CH2:24]([O:26][C:27](=[O:40])[C:28]([O:31][C:32]1[CH:37]=[CH:36][C:35]([OH:38])=[CH:34][C:33]=1[CH3:39])([CH3:30])[CH3:29])[CH3:25].C(=O)([O-])[O-].[Cs+].[Cs+], predict the reaction product. The product is: [CH2:24]([O:26][C:27](=[O:40])[C:28]([O:31][C:32]1[CH:37]=[CH:36][C:35]([O:38][CH2:2][C:3]2[C:4]([CH2:20][CH2:21][O:22][CH3:23])=[N:5][C:6]([C:10]3[CH:15]=[CH:14][C:13]([C:16]([F:19])([F:18])[F:17])=[CH:12][CH:11]=3)=[N:7][C:8]=2[CH3:9])=[CH:34][C:33]=1[CH3:39])([CH3:29])[CH3:30])[CH3:25].